This data is from Experimentally validated miRNA-target interactions with 360,000+ pairs, plus equal number of negative samples. The task is: Binary Classification. Given a miRNA mature sequence and a target amino acid sequence, predict their likelihood of interaction. (1) The miRNA is hsa-miR-153-5p with sequence UCAUUUUUGUGAUGUUGCAGCU. The protein sequence of the target gene is MPAPPCASCHAARAALRRPLSGQALCGACFCAAFEAEVLHTVLAGRLLPPGAVVAVGASGGKDSTVLAHVLRALAPRLGISLQLVAVDEGIGGYRDAALAAVRRQAARWELPLTVVAYEDLFGGWTMDAVARSTAGSGRSRSCCTFCGVLRRRALEEGARRVGATHIVTGHNADDMAETVLMNFLRGDAGRLARGGGLGSPGEGGALPRCRPLQFASQKEVVLYAHFRRLDYFSEECVYAPEAFRGHARDLLKRLEAARPSAVLDLVHSAERLALAPAARPPRPGACSRCGALASRALCQ.... Result: 1 (interaction). (2) The miRNA is hsa-miR-15a-5p with sequence UAGCAGCACAUAAUGGUUUGUG. The protein sequence of the target gene is MEIPNPPTSKCITYWKRKVKSEYMRLRQLKRLQANMGAKALYVANFAKVQEKTQILNEEWKKLRVQPVQSMKPVSGHPFLKKCTIESIFPGFASQHMLMRSLNTVALVPIMYSWSPLQQNFMVEDETVLCNIPYMGDEVKEEDETFIEELINNYDGKVHGEEEMIPGSVLISDAVFLELVDALNQYSDEEEEGHNDTSDGKQDDSKEDLPVTRKRKRHAIEGNKKSSKKQFPNDMIFSAIASMFPENGVPDDMKERYRELTEMSDPNALPPQCTPNIDGPNAKSVQREQSLHSFHTLFCR.... Result: 1 (interaction). (3) The miRNA is hsa-miR-6805-3p with sequence UUGCUCUGCUCCCCCGCCCCCAG. The protein sequence of the target gene is MSLMVSAGRGLGAVWSPTHVQVTVLQARGLRAKGPGGTSDAYAVIQVGKEKYATSVSERSLGAPVWREEATFELPSLLSSGPAAAATLQLTVLHRALLGLDKFLGRAEVDLRDLHRDQGRRKTQWYKLKSKPGKKDKERGEIEVDIQFMRNNMTASMFDLSMKDKSRNPFGKLKDKIKGKNKDSGSDTASAIIPSTTPSVDSDDESVVKDKKKKSKIKTLLSKSNLQKTPLSQSMSVLPTSKPEKVLLRPGDFQSQWDEDDNEDESSSASDVMSHKRTASTDLKQLNQVNFTLPKKEGLS.... Result: 1 (interaction). (4) The miRNA is mmu-miR-466k with sequence UGUGUGUGUACAUGUACAUGUGA. The protein sequence of the target gene is MLTRLFSEPGLLSDVPKFASWGDGDDDEPRSDKGDAPPQPPPAPGSGAPGPARAAKPVSLRGGEEIPEPTLAEVKEEGELGGEEEEEEEEEEGLDEAEGERPKKRGPKKRKMTKARLERSKLRRQKANARERNRMHDLNAALDNLRKVVPCYSKTQKLSKIETLRLAKNYIWALSEILRSGKRPDLVSYVQTLCKGLSQPTTNLVAGCLQLNSRNFLTEQGADGAGRFHGSGGPFAMHPYPYPCSRLAGAQCQAAGGLGGGAAHALRTHGYCAAYETLYAAAGGGGASPDYNSSEYEGPL.... Result: 1 (interaction). (5) The miRNA is mmu-miR-24-1-5p with sequence GUGCCUACUGAGCUGAUAUCAGU. The protein sequence of the target gene is MQAKYSSTRDMLDDDDTTISLYSGTSTVTRRAEPRHSENGTPSSVWRPVALTLLTLCLVLLVGLAALGLVFFQFYQLSNIQQDSITEKDEKLGNMSRQLQSLQAQNRKLIETLQQVAVKLCRELYNKSGGHRCSPCPEKWKWYGDKCYQFYKESKNWQSCEYFCLADNATMLKISTQEELDFAMPQSYSEFFYSYWTGLSRNGSGKAWLWTDGTPYSFELFEIIIDPTNLRNRDCMTIFNGKAYSKDCKELRRCACERIAGRVVPGELQ. Result: 0 (no interaction). (6) The miRNA is hsa-miR-4635 with sequence UCUUGAAGUCAGAACCCGCAA. The protein sequence of the target gene is MGPSCPVFLSFTKLSLWWLLLTPAGGEEAKRPPPRAPGDPLSSPSPTALPQGGSHTETEDRLFKHLFRGYNRWARPVPNTSDVVIVRFGLSIAQLIDVDEKNQMMTTNVWLKQEWSDYKLRWNPTDFGNITSLRVPSEMIWIPDIVLYNNADGEFAVTHMTKAHLFSTGTVHWVPPAIYKSSCSIDVTFFPFDQQNCKMKFGSWTYDKAKIDLEQMEQTVDLKDYWESGEWAIVNATGTYNSKKYDCCAEIYPDVTYAFVIRRLPLFYTINLIIPCLLISCLTVLVFYLPSDCGEKITLC.... Result: 0 (no interaction). (7) The miRNA is hsa-miR-4282 with sequence UAAAAUUUGCAUCCAGGA. The protein sequence of the target gene is MTMAPDVRLEYLEEVASIVLKFKPDKWSKLIGAEENVALFTEFFEKPDVQVLVLTLNAAGMIIPCLGFPQSLKSKGVYFIKTKSENINKDNYRARLLYGDISPTPVDQLIAVVEEVLSSLLNQSENMAGWPQVVSEDIVKQVHRLKNEMFVMSGKIKGKTLLPIPEHLGSLDGTLESMERIPSSLDNLLLHAIETTIIDWSHQIRDVLSKDSAQALLDGLHPLPQVEFEFWDTRLLNLKCIHEQLNRPKVNKIVEILEKAKSCYWPALQNVYTNVTEGLKEANDIVLYLKPLRILLEEME.... Result: 0 (no interaction). (8) The miRNA is hsa-miR-148b-3p with sequence UCAGUGCAUCACAGAACUUUGU. The protein sequence of the target gene is MEAARPFAREWRAQSLPLAVGGVLKLRLCELWLLLLGSSLNARFLPDEEDVDFINEYVNLHNELRGDVIPRGSNLRFMTWDVALSRTARAWGKKCLFTHNIYLQDVQMVHPKFYGIGENMWVGPENEFTASIAIRSWHAEKKMYNFENGSCSGDCSNYIQLVWDHSYKVGCAVTPCSKIGHIIHAAIFICNYAPGGTLTRRPYEPGIFCTRCGRRDKCTDFLCSNADRDQATYYRFWYPKWEMPRPVVCDPLCTFILLLRILCFILCVITVLIVQSQFPNILLEQQMIFTPEESEAGNEE.... Result: 0 (no interaction).